Predict the reactants needed to synthesize the given product. From a dataset of Full USPTO retrosynthesis dataset with 1.9M reactions from patents (1976-2016). (1) Given the product [O:30]=[C:14]([C:11]1[CH:12]=[CH:13][C:8]([C:5]2[CH:4]=[CH:3][C:2]([NH:1][C:31](=[O:36])[CH2:32][CH2:33][CH2:34][CH3:35])=[CH:7][CH:6]=2)=[CH:9][CH:10]=1)[CH2:15][CH:16]([CH2:22][CH2:23][C:24]1[CH:25]=[CH:26][CH:27]=[CH:28][CH:29]=1)[C:17]([O:19][CH2:20][CH3:21])=[O:18], predict the reactants needed to synthesize it. The reactants are: [NH2:1][C:2]1[CH:7]=[CH:6][C:5]([C:8]2[CH:13]=[CH:12][C:11]([C:14](=[O:30])[CH2:15][CH:16]([CH2:22][CH2:23][C:24]3[CH:29]=[CH:28][CH:27]=[CH:26][CH:25]=3)[C:17]([O:19][CH2:20][CH3:21])=[O:18])=[CH:10][CH:9]=2)=[CH:4][CH:3]=1.[C:31](Cl)(=[O:36])[CH2:32][CH2:33][CH2:34][CH3:35]. (2) Given the product [Cl:1][C:2]1[CH:7]=[CH:6][C:5]([C@H:8]2[C@@H:12]([C:13]3[CH:14]=[CH:15][C:16]([Cl:19])=[CH:17][CH:18]=3)[N:11]([C:20]([N:45]3[CH2:44][CH2:43][N:42]([CH2:41][C:40]([N:39]([O:38][CH3:37])[CH3:49])=[O:48])[CH2:47][CH2:46]3)=[O:21])[C:10]([C:23]3[CH:28]=[C:27]([C:29]([C:32]#[N:33])([CH3:31])[CH3:30])[CH:26]=[CH:25][C:24]=3[O:34][CH2:35][CH3:36])=[N:9]2)=[CH:4][CH:3]=1, predict the reactants needed to synthesize it. The reactants are: [Cl:1][C:2]1[CH:7]=[CH:6][C:5]([C@H:8]2[C@@H:12]([C:13]3[CH:18]=[CH:17][C:16]([Cl:19])=[CH:15][CH:14]=3)[N:11]([C:20](Cl)=[O:21])[C:10]([C:23]3[CH:28]=[C:27]([C:29]([C:32]#[N:33])([CH3:31])[CH3:30])[CH:26]=[CH:25][C:24]=3[O:34][CH2:35][CH3:36])=[N:9]2)=[CH:4][CH:3]=1.[CH3:37][O:38][N:39]([CH3:49])[C:40](=[O:48])[CH2:41][N:42]1[CH2:47][CH2:46][NH:45][CH2:44][CH2:43]1. (3) Given the product [Cl:1][C:2]1[N:7]=[CH:6][N:5]=[C:4]([C:8]([NH:28][C:29]2[CH:34]=[CH:33][CH:32]=[CH:31][C:30]=2[CH3:35])=[O:9])[CH:3]=1, predict the reactants needed to synthesize it. The reactants are: [Cl:1][C:2]1[N:7]=[CH:6][N:5]=[C:4]([C:8](Cl)=[O:9])[CH:3]=1.ClC1N=CN=C(C(NC2C=CC(O)=CC=2)=O)C=1.[NH2:28][C:29]1[C:30]([CH3:35])=[CH:31][CH:32]=[CH:33][CH:34]=1.CCN(C(C)C)C(C)C.